Regression. Given two drug SMILES strings and cell line genomic features, predict the synergy score measuring deviation from expected non-interaction effect. From a dataset of NCI-60 drug combinations with 297,098 pairs across 59 cell lines. (1) Drug 1: CC1=CC=C(C=C1)C2=CC(=NN2C3=CC=C(C=C3)S(=O)(=O)N)C(F)(F)F. Drug 2: CC12CCC3C(C1CCC2O)C(CC4=C3C=CC(=C4)O)CCCCCCCCCS(=O)CCCC(C(F)(F)F)(F)F. Cell line: MOLT-4. Synergy scores: CSS=-4.20, Synergy_ZIP=4.75, Synergy_Bliss=10.4, Synergy_Loewe=-2.24, Synergy_HSA=-1.06. (2) Drug 1: C1=C(C(=O)NC(=O)N1)F. Drug 2: CC1=C(C=C(C=C1)C(=O)NC2=CC(=CC(=C2)C(F)(F)F)N3C=C(N=C3)C)NC4=NC=CC(=N4)C5=CN=CC=C5. Cell line: T-47D. Synergy scores: CSS=25.2, Synergy_ZIP=-3.44, Synergy_Bliss=-7.01, Synergy_Loewe=-7.42, Synergy_HSA=-6.96. (3) Drug 1: CCCS(=O)(=O)NC1=C(C(=C(C=C1)F)C(=O)C2=CNC3=C2C=C(C=N3)C4=CC=C(C=C4)Cl)F. Drug 2: CC=C1C(=O)NC(C(=O)OC2CC(=O)NC(C(=O)NC(CSSCCC=C2)C(=O)N1)C(C)C)C(C)C. Cell line: SK-MEL-28. Synergy scores: CSS=36.9, Synergy_ZIP=-8.03, Synergy_Bliss=-12.4, Synergy_Loewe=-18.4, Synergy_HSA=-8.60. (4) Drug 1: CCC1(CC2CC(C3=C(CCN(C2)C1)C4=CC=CC=C4N3)(C5=C(C=C6C(=C5)C78CCN9C7C(C=CC9)(C(C(C8N6C)(C(=O)OC)O)OC(=O)C)CC)OC)C(=O)OC)O.OS(=O)(=O)O. Drug 2: C#CCC(CC1=CN=C2C(=N1)C(=NC(=N2)N)N)C3=CC=C(C=C3)C(=O)NC(CCC(=O)O)C(=O)O. Cell line: SK-MEL-2. Synergy scores: CSS=-5.92, Synergy_ZIP=7.62, Synergy_Bliss=5.83, Synergy_Loewe=1.93, Synergy_HSA=-2.01. (5) Drug 1: CC(C1=C(C=CC(=C1Cl)F)Cl)OC2=C(N=CC(=C2)C3=CN(N=C3)C4CCNCC4)N. Synergy scores: CSS=13.4, Synergy_ZIP=-0.319, Synergy_Bliss=3.44, Synergy_Loewe=3.79, Synergy_HSA=2.77. Cell line: OVCAR-4. Drug 2: CC1C(C(CC(O1)OC2CC(OC(C2O)C)OC3=CC4=CC5=C(C(=O)C(C(C5)C(C(=O)C(C(C)O)O)OC)OC6CC(C(C(O6)C)O)OC7CC(C(C(O7)C)O)OC8CC(C(C(O8)C)O)(C)O)C(=C4C(=C3C)O)O)O)O. (6) Drug 1: CC=C1C(=O)NC(C(=O)OC2CC(=O)NC(C(=O)NC(CSSCCC=C2)C(=O)N1)C(C)C)C(C)C. Synergy scores: CSS=58.6, Synergy_ZIP=-4.42, Synergy_Bliss=-4.22, Synergy_Loewe=-5.69, Synergy_HSA=1.49. Drug 2: C1C(C(OC1N2C=NC(=NC2=O)N)CO)O. Cell line: BT-549. (7) Drug 1: CN(C)N=NC1=C(NC=N1)C(=O)N. Drug 2: CCCCCOC(=O)NC1=NC(=O)N(C=C1F)C2C(C(C(O2)C)O)O. Cell line: SN12C. Synergy scores: CSS=-2.76, Synergy_ZIP=-1.19, Synergy_Bliss=-5.96, Synergy_Loewe=-5.42, Synergy_HSA=-5.76. (8) Drug 1: CCC(=C(C1=CC=CC=C1)C2=CC=C(C=C2)OCCN(C)C)C3=CC=CC=C3.C(C(=O)O)C(CC(=O)O)(C(=O)O)O. Drug 2: CCN(CC)CCCC(C)NC1=C2C=C(C=CC2=NC3=C1C=CC(=C3)Cl)OC. Cell line: UO-31. Synergy scores: CSS=13.1, Synergy_ZIP=-2.95, Synergy_Bliss=1.72, Synergy_Loewe=-4.05, Synergy_HSA=2.21. (9) Drug 1: CC1=C(C=C(C=C1)NC(=O)C2=CC=C(C=C2)CN3CCN(CC3)C)NC4=NC=CC(=N4)C5=CN=CC=C5. Drug 2: C1CCC(C(C1)N)N.C(=O)(C(=O)[O-])[O-].[Pt+4]. Cell line: NCI-H226. Synergy scores: CSS=1.28, Synergy_ZIP=-1.50, Synergy_Bliss=1.95, Synergy_Loewe=-4.93, Synergy_HSA=-1.60.